The task is: Predict the reactants needed to synthesize the given product.. This data is from Full USPTO retrosynthesis dataset with 1.9M reactions from patents (1976-2016). (1) Given the product [CH2:24]([O:26][C:27]([N:29]1[CH2:30][CH2:31][N:32]([C:13](=[O:15])[C@@H:9]([NH:8][C:6]([O:5][C:2]([CH3:1])([CH3:3])[CH3:4])=[O:7])[CH2:10][CH:11]=[CH2:12])[CH2:33][CH2:34]1)=[O:28])[CH3:25], predict the reactants needed to synthesize it. The reactants are: [CH3:1][C:2]([O:5][C:6]([NH:8][C@H:9]([C:13]([OH:15])=O)[CH2:10][CH:11]=[CH2:12])=[O:7])([CH3:4])[CH3:3].C(N1CCOCC1)C.[CH2:24]([O:26][C:27]([N:29]1[CH2:34][CH2:33][NH:32][CH2:31][CH2:30]1)=[O:28])[CH3:25].[B-](F)(F)(F)F.CCOC(C(C#N)=NOC(N(C)C)=[N+](C)C)=O. (2) Given the product [CH3:3][O:4][C:5]1[CH:10]=[CH:9][CH:8]=[CH:7][C:6]=1[C:11](=[O:13])[CH2:12][C:14]([O:15][CH3:16])=[O:17], predict the reactants needed to synthesize it. The reactants are: [H-].[Na+].[CH3:3][O:4][C:5]1[CH:10]=[CH:9][CH:8]=[CH:7][C:6]=1[C:11](=[O:13])[CH3:12].[C:14](=O)([O:17]C)[O:15][CH3:16]. (3) Given the product [NH2:40][CH2:41][CH2:42][N:43]([C@H:44]1[CH2:45][CH2:46][C@@H:47]([N:50]2[C:55](=[O:56])[C:54]3[CH:57]=[C:58]([F:61])[CH:59]=[N:60][C:53]=3[N:52]([CH:62]3[CH2:67][CH2:66][S:65][CH2:64][CH2:63]3)[C:51]2=[O:68])[CH2:48][CH2:49]1)[C:5]([C:4]1[N:18]=[C:19]2[CH:20]=[CH:21][CH:22]=[CH:23][N:24]2[CH:6]=1)=[O:74], predict the reactants needed to synthesize it. The reactants are: CCN(C(C)C)[CH:4]([CH3:6])[CH3:5].CN(C(O[N:18]1N=N[C:20]2[CH:21]=[CH:22][CH:23]=[N:24][C:19]1=2)=[N+](C)C)C.F[P-](F)(F)(F)(F)F.C(OC(=O)[NH:40][CH2:41][CH2:42][NH:43][CH:44]1[CH2:49][CH2:48][CH:47]([N:50]2[C:55](=[O:56])[C:54]3[CH:57]=[C:58]([F:61])[CH:59]=[N:60][C:53]=3[N:52]([CH:62]3[CH2:67][CH2:66][S:65][CH2:64][CH2:63]3)[C:51]2=[O:68])[CH2:46][CH2:45]1)(C)(C)C.CN(C=[O:74])C.